This data is from Full USPTO retrosynthesis dataset with 1.9M reactions from patents (1976-2016). The task is: Predict the reactants needed to synthesize the given product. (1) Given the product [C:20]([O:19][C:16](=[O:18])[CH2:17][C:3](=[O:15])[C:4]1[CH:9]=[CH:8][CH:7]=[C:6]([N:10]2[CH:14]=[N:13][CH:12]=[N:11]2)[CH:5]=1)([CH3:23])([CH3:22])[CH3:21], predict the reactants needed to synthesize it. The reactants are: CO[C:3](=[O:15])[C:4]1[CH:9]=[CH:8][CH:7]=[C:6]([N:10]2[CH:14]=[N:13][CH:12]=[N:11]2)[CH:5]=1.[C:16]([O:19][C:20]([CH3:23])([CH3:22])[CH3:21])(=[O:18])[CH3:17].[Li].C(OC(C(F)(F)F)=O)(C(F)(F)F)=O. (2) Given the product [C:16]([O:15][C:13]([C@:25]1([NH:22][C:23]([O:48][CH2:47][CH2:46][Si:45]([CH3:50])([CH3:49])[CH3:44])=[O:34])[CH2:26][C@@H:52]1[CH2:51][CH3:56])=[O:14])([CH3:17])([CH3:18])[CH3:19], predict the reactants needed to synthesize it. The reactants are: C(OC([C@@]1(N[C:13]([O:15][C:16]([CH3:19])([CH3:18])[CH3:17])=[O:14])C[C@H]1C1CC1)=O)C.CC[N:22]([CH2:25][CH3:26])[CH2:23]C.C1C=CC(P(N=[N+]=[N-])(C2C=CC=CC=2)=[O:34])=CC=1.[CH3:44][Si:45]([CH3:50])([CH3:49])[CH2:46][CH2:47][OH:48].[CH:51]1[CH:56]=CC=C[CH:52]=1. (3) Given the product [C:25]([N:19]1[CH2:18][CH2:17][C:16]2[C:21](=[CH:22][CH:23]=[CH:24][C:15]=2[C:7]2[C:6]([C:32]#[N:33])=[CH:5][C:4]([C:1]([NH2:2])=[O:3])=[C:12]3[C:8]=2[C:9]([CH3:14])=[C:10]([CH3:13])[NH:11]3)[CH2:20]1)(=[O:27])[CH:35]=[CH2:36], predict the reactants needed to synthesize it. The reactants are: [C:1]([C:4]1[CH:5]=[C:6]([C:32]#[N:33])[C:7]([C:15]2[CH:24]=[CH:23][CH:22]=[C:21]3[C:16]=2[CH2:17][CH2:18][N:19]([C:25]([O:27]C(C)(C)C)=O)[CH2:20]3)=[C:8]2[C:12]=1[NH:11][C:10]([CH3:13])=[C:9]2[CH3:14])(=[O:3])[NH2:2].F[C:35](F)(F)[C:36](O)=O.CCN(C(C)C)C(C)C.F[P-](F)(F)(F)(F)F.N1(O[P+](N(C)C)(N(C)C)N(C)C)C2C=CC=CC=2N=N1.C(O)(=O)C#CC. (4) The reactants are: [NH2:1][C:2]1[S:3][C:4]([C:10]2[C:15]([F:16])=[CH:14][C:13]([C:17]([OH:20])([CH3:19])[CH3:18])=[CH:12][C:11]=2[F:21])=[CH:5][C:6]=1[C:7]([NH2:9])=[O:8].Cl[C:23]1[N:28]=[CH:27][C:26]([C:29]2[N:30]=[N:31][N:32]([CH2:34][CH2:35][OH:36])[CH:33]=2)=[CH:25][CH:24]=1. Given the product [F:16][C:15]1[CH:14]=[C:13]([C:17]([OH:20])([CH3:18])[CH3:19])[CH:12]=[C:11]([F:21])[C:10]=1[C:4]1[S:3][C:2]([NH:1][C:23]2[CH:24]=[CH:25][C:26]([C:29]3[N:30]=[N:31][N:32]([CH2:34][CH2:35][OH:36])[CH:33]=3)=[CH:27][N:28]=2)=[C:6]([C:7]([NH2:9])=[O:8])[CH:5]=1, predict the reactants needed to synthesize it. (5) The reactants are: [CH3:1][O:2][C:3]1[CH:18]=[CH:17][C:6]([C:7]([O:9][CH2:10][C:11]2[CH:16]=[CH:15][CH:14]=[CH:13][CH:12]=2)=[O:8])=[C:5](OS(C(F)(F)F)(=O)=O)[CH:4]=1.[CH3:27][CH:28]1[CH2:33][CH2:32][NH:31][CH2:30][CH2:29]1. Given the product [CH3:1][O:2][C:3]1[CH:18]=[CH:17][C:6]([C:7]([O:9][CH2:10][C:11]2[CH:16]=[CH:15][CH:14]=[CH:13][CH:12]=2)=[O:8])=[C:5]([N:31]2[CH2:32][CH2:33][CH:28]([CH3:27])[CH2:29][CH2:30]2)[CH:4]=1, predict the reactants needed to synthesize it. (6) Given the product [Cl:1][C:2]1[C:3]([C:10]([Cl:16])=[O:12])=[N:4][CH:5]=[C:6]([C:8]#[N:9])[CH:7]=1, predict the reactants needed to synthesize it. The reactants are: [Cl:1][C:2]1[C:3]([C:10]([OH:12])=O)=[N:4][CH:5]=[C:6]([C:8]#[N:9])[CH:7]=1.C(Cl)(=O)C([Cl:16])=O.